From a dataset of Catalyst prediction with 721,799 reactions and 888 catalyst types from USPTO. Predict which catalyst facilitates the given reaction. (1) Reactant: [N:1]([CH2:4][CH:5]1[CH2:9][C:8]2[CH:10]=[CH:11][CH:12]=[C:13]([C:14]3[CH:19]=[CH:18][CH:17]=[CH:16][C:15]=3[O:20][CH3:21])[C:7]=2[O:6]1)=[N+]=[N-]. Product: [CH3:21][O:20][C:15]1[CH:16]=[CH:17][CH:18]=[CH:19][C:14]=1[C:13]1[C:7]2[O:6][CH:5]([CH2:4][NH2:1])[CH2:9][C:8]=2[CH:10]=[CH:11][CH:12]=1. The catalyst class is: 45. (2) Reactant: [NH2:1][C@@H:2]1[C:11]2[C:6](=[CH:7][CH:8]=[CH:9][CH:10]=2)[C@H:5]([OH:12])[CH2:4][CH2:3]1.[H-].[Na+].F[C:16]1[CH:17]=[CH:18][C:19]2[N:20]([C:22]([C@@H:25]3[CH2:29][CH2:28][N:27]([CH3:30])[CH2:26]3)=[N:23][N:24]=2)[CH:21]=1.N. Product: [CH3:30][N:27]1[CH2:28][CH2:29][C@@H:25]([C:22]2[N:20]3[CH:21]=[C:16]([O:12][C@H:5]4[C:6]5[C:11](=[CH:10][CH:9]=[CH:8][CH:7]=5)[C@@H:2]([NH2:1])[CH2:3][CH2:4]4)[CH:17]=[CH:18][C:19]3=[N:24][N:23]=2)[CH2:26]1. The catalyst class is: 655. (3) Reactant: C([N:8]1[CH2:27][CH2:26][C:11]2([O:16][C:15]([CH3:18])([CH3:17])[CH2:14][N:13]([C:19]([O:21][C:22]([CH3:25])([CH3:24])[CH3:23])=[O:20])[CH2:12]2)[CH2:10][CH2:9]1)C1C=CC=CC=1.C([O-])=O.[NH4+]. Product: [CH3:17][C:15]1([CH3:18])[CH2:14][N:13]([C:19]([O:21][C:22]([CH3:23])([CH3:24])[CH3:25])=[O:20])[CH2:12][C:11]2([CH2:26][CH2:27][NH:8][CH2:9][CH2:10]2)[O:16]1. The catalyst class is: 29. (4) Reactant: [NH2:1][C:2]1[CH:3]=[C:4]([Cl:31])[CH:5]=[C:6]2[C:10]=1[NH:9][C:8]([C:11]([NH2:13])=[O:12])=[C:7]2[S:14]([N:17]1[CH2:22][CH2:21][O:20][C@H:19]([CH2:23][O:24][C:25]2[CH:30]=[CH:29][CH:28]=[CH:27][CH:26]=2)[CH2:18]1)(=[O:16])=[O:15].[N:32]([C:35]1[CH:40]=[CH:39][CH:38]=[CH:37][CH:36]=1)=[C:33]=[S:34]. Product: [Cl:31][C:4]1[CH:5]=[C:6]2[C:10](=[C:2]([NH:1][C:33]([NH:32][C:35]3[CH:40]=[CH:39][CH:38]=[CH:37][CH:36]=3)=[S:34])[CH:3]=1)[NH:9][C:8]([C:11]([NH2:13])=[O:12])=[C:7]2[S:14]([N:17]1[CH2:22][CH2:21][O:20][C@H:19]([CH2:23][O:24][C:25]2[CH:26]=[CH:27][CH:28]=[CH:29][CH:30]=2)[CH2:18]1)(=[O:16])=[O:15]. The catalyst class is: 1. (5) Reactant: [N:1]1[CH:6]=[CH:5][C:4]([CH:7]=O)=[CH:3][CH:2]=1.C([N:11]([CH2:14][CH3:15])CC)C.O.[NH2:17]N.C(O[C:23](=[O:25])[CH3:24])(=O)C.OS(O)(=O)=O.[CH2:31]1[CH2:35]O[CH2:33][CH2:32]1. Product: [N:1]1[CH:2]=[CH:3][C:4]([CH2:7][C:14]2[C:15]3[C:24](=[CH:33][CH:32]=[CH:31][CH:35]=3)[C:23](=[O:25])[NH:17][N:11]=2)=[CH:5][CH:6]=1. The catalyst class is: 6. (6) Reactant: [Br:1][C:2]1[CH:7]=[CH:6][C:5]([OH:8])=[C:4]([N+:9]([O-])=O)[CH:3]=1.[O-]S(S([O-])=O)=O.[Na+].[Na+]. Product: [NH2:9][C:4]1[CH:3]=[C:2]([Br:1])[CH:7]=[CH:6][C:5]=1[OH:8]. The catalyst class is: 5. (7) Reactant: [C:1]([O:5][C:6](=[O:40])[NH:7][C@@H:8]([CH2:31][C:32]1[CH:37]=[C:36]([F:38])[CH:35]=[C:34]([F:39])[CH:33]=1)[C@@H:9]([OH:30])[CH2:10][C@H:11]([C:14](N1[C@H]2C3C=CC=CC=3C[C@H]2OC1(C)C)=[O:15])[CH2:12][CH3:13])([CH3:4])([CH3:3])[CH3:2].O.C1(C)C=CC(S(O)(=O)=O)=CC=1. Product: [C:1]([O:5][C:6](=[O:40])[NH:7][C@H:8]([C@@H:9]1[CH2:10][C@@H:11]([CH2:12][CH3:13])[C:14](=[O:15])[O:30]1)[CH2:31][C:32]1[CH:33]=[C:34]([F:39])[CH:35]=[C:36]([F:38])[CH:37]=1)([CH3:2])([CH3:3])[CH3:4]. The catalyst class is: 308.